From a dataset of Full USPTO retrosynthesis dataset with 1.9M reactions from patents (1976-2016). Predict the reactants needed to synthesize the given product. (1) Given the product [CH3:24][O:23][C:17]1[CH:16]=[C:15]([CH:20]=[CH:19][C:18]=1[O:21][CH3:22])[CH2:14][NH:13][C:11](=[O:12])[C:10]1[CH:25]=[C:26]([N+:29]([O-:31])=[O:30])[CH:27]=[CH:28][C:9]=1[NH:8][C@H:5]1[CH2:6][CH2:7][C@H:2]([NH:1][CH:32]=[O:33])[CH2:3][CH2:4]1, predict the reactants needed to synthesize it. The reactants are: [NH2:1][C@H:2]1[CH2:7][CH2:6][C@H:5]([NH:8][C:9]2[CH:28]=[CH:27][C:26]([N+:29]([O-:31])=[O:30])=[CH:25][C:10]=2[C:11]([NH:13][CH2:14][C:15]2[CH:20]=[CH:19][C:18]([O:21][CH3:22])=[C:17]([O:23][CH3:24])[CH:16]=2)=[O:12])[CH2:4][CH2:3]1.[CH:32](OCC)=[O:33]. (2) Given the product [N:14]1[CH:19]=[CH:18][CH:17]=[CH:16][C:15]=1[N:20]([CH2:32][CH2:33][C:34]([O:36][CH2:37][CH3:38])=[O:35])[C:21]([C:22]1[CH:27]=[CH:26][C:25]2[N:28]([CH3:29])[C:11]([CH2:10][CH2:9][C:6]3[CH:5]=[CH:4][C:3]([C:1]#[N:2])=[CH:8][CH:7]=3)=[N:30][C:24]=2[CH:23]=1)=[O:31], predict the reactants needed to synthesize it. The reactants are: [C:1]([C:3]1[CH:8]=[CH:7][C:6]([CH2:9][CH2:10][C:11](O)=O)=[CH:5][CH:4]=1)#[N:2].[N:14]1[CH:19]=[CH:18][CH:17]=[CH:16][C:15]=1[N:20]([CH2:32][CH2:33][C:34]([O:36][CH2:37][CH3:38])=[O:35])[C:21](=[O:31])[C:22]1[CH:27]=[CH:26][C:25]([NH:28][CH3:29])=[C:24]([NH2:30])[CH:23]=1. (3) Given the product [C:1]([O:5][C:6]([N:8]1[CH2:17][CH2:16][C:15]2[C:10](=[CH:11][CH:12]=[C:13]([O:18][C:19]3[CH:24]=[CH:23][C:22]([C:25](=[O:27])[NH2:26])=[CH:21][CH:20]=3)[CH:14]=2)[CH2:9]1)=[O:7])([CH3:4])([CH3:2])[CH3:3], predict the reactants needed to synthesize it. The reactants are: [C:1]([O:5][C:6]([N:8]1[CH2:17][CH2:16][C:15]2[C:10](=[CH:11][CH:12]=[C:13]([O:18][C:19]3[CH:24]=[CH:23][C:22]([C:25]#[N:26])=[CH:21][CH:20]=3)[CH:14]=2)[CH2:9]1)=[O:7])([CH3:4])([CH3:3])[CH3:2].[OH-:27].[K+]. (4) Given the product [Br:43][C:13]1[CH:12]=[CH:11][C:10]2[S:9][C:8]3[C:17]([CH:18]=[C:19]4[C:6]([CH:7]=3)=[C:5]([C:44]3[CH:49]=[CH:48][C:47]([CH:50]([CH2:51][CH2:52][CH2:53][CH2:54][CH2:55][CH3:56])[CH2:57][CH2:58][CH2:59][CH2:60][CH2:61][CH3:62])=[CH:46][CH:45]=3)[C:4]3[C:21](=[CH:22][CH:23]=[C:2]([Br:1])[CH:3]=3)[S:20]4)=[C:16]([C:24]3[CH:25]=[CH:26][C:27]([CH:30]([CH2:37][CH2:38][CH2:39][CH2:40][CH2:41][CH3:42])[CH2:31][CH2:32][CH2:33][CH2:34][CH2:35][CH3:36])=[CH:28][CH:29]=3)[C:15]=2[CH:14]=1, predict the reactants needed to synthesize it. The reactants are: [Br:1][C:2]1[CH:23]=[CH:22][C:21]2[S:20][C:19]3[C:6](=[CH:7][C:8]4[S:9][C:10]5[C:15]([CH:16]([C:24]6[CH:29]=[CH:28][C:27]([CH:30]([CH2:37][CH2:38][CH2:39][CH2:40][CH2:41][CH3:42])[CH2:31][CH2:32][CH2:33][CH2:34][CH2:35][CH3:36])=[CH:26][CH:25]=6)[C:17]=4[CH:18]=3)=[CH:14][C:13]([Br:43])=[CH:12][CH:11]=5)[CH:5]([C:44]3[CH:49]=[CH:48][C:47]([CH:50]([CH2:57][CH2:58][CH2:59][CH2:60][CH2:61][CH3:62])[CH2:51][CH2:52][CH2:53][CH2:54][CH2:55][CH3:56])=[CH:46][CH:45]=3)[C:4]=2[CH:3]=1.C1(Cl)C(=O)C(Cl)=C(Cl)C(=O)C=1Cl.